Dataset: Reaction yield outcomes from USPTO patents with 853,638 reactions. Task: Predict the reaction yield, written as a fraction of the theoretical maximum amount of product (1.0 means a 100% yield; for example, 0.34 means a 34% yield). (1) The reactants are [Cl:1][C:2]1[CH:3]=[N:4][C:5]2[C:10]([CH:11]=1)=[CH:9][C:8]([CH2:12]O)=[CH:7][CH:6]=2.O=S(Cl)[Cl:16]. No catalyst specified. The product is [Cl:1][C:2]1[CH:3]=[N:4][C:5]2[C:10]([CH:11]=1)=[CH:9][C:8]([CH2:12][Cl:16])=[CH:7][CH:6]=2. The yield is 0.940. (2) The reactants are [Br:1][C:2]1[CH:11]=[C:10]2[C:5]([CH:6]=[CH:7][N:8]=[CH:9]2)=[CH:4][C:3]=1[OH:12].Cl[C:14]1[C:23]2[C:18](=[CH:19][C:20]([O:26][CH3:27])=[C:21]([O:24][CH3:25])[CH:22]=2)[N:17]=[CH:16][CH:15]=1.O. The catalyst is CN(C)C1C=CN=CC=1.ClC1C=CC=CC=1Cl. The product is [Br:1][C:2]1[CH:11]=[C:10]2[C:5]([CH:6]=[CH:7][N:8]=[CH:9]2)=[CH:4][C:3]=1[O:12][C:14]1[C:23]2[C:18](=[CH:19][C:20]([O:26][CH3:27])=[C:21]([O:24][CH3:25])[CH:22]=2)[N:17]=[CH:16][CH:15]=1. The yield is 0.480. (3) The reactants are [CH2:1]([O:8][P:9]([N:17]([CH:21]([CH3:23])[CH3:22])[CH:18]([CH3:20])[CH3:19])N(C(C)C)C(C)C)[C:2]1[CH:7]=[CH:6][CH:5]=[CH:4][CH:3]=1.N1C=NN=N1.[CH2:29]([O:36][C:37](=[O:42])[NH:38][CH2:39][CH2:40][OH:41])[C:30]1[CH:35]=[CH:34][CH:33]=[CH:32][CH:31]=1. The catalyst is C(Cl)Cl. The product is [CH2:29]([O:36][C:37](=[O:42])[NH:38][CH2:39][CH2:40][O:41][P:9]([O:8][CH2:1][C:2]1[CH:3]=[CH:4][CH:5]=[CH:6][CH:7]=1)[N:17]([CH:18]([CH3:19])[CH3:20])[CH:21]([CH3:22])[CH3:23])[C:30]1[CH:35]=[CH:34][CH:33]=[CH:32][CH:31]=1. The yield is 0.680. (4) The reactants are [N:1]1([CH2:6][C:7]#[C:8][C:9]2[N:14]=[CH:13][C:12]([C:15]([C:17]3[CH:22]=[CH:21][C:20]([O:23][CH:24]4[CH2:29][CH2:28][CH2:27][CH2:26][O:25]4)=[CH:19][CH:18]=3)=[O:16])=[CH:11][CH:10]=2)[CH2:5][CH2:4][CH2:3][CH2:2]1. The catalyst is [Ni].CO. The product is [N:1]1([CH2:6][CH2:7][CH2:8][C:9]2[N:14]=[CH:13][C:12]([C:15]([C:17]3[CH:18]=[CH:19][C:20]([O:23][CH:24]4[CH2:29][CH2:28][CH2:27][CH2:26][O:25]4)=[CH:21][CH:22]=3)=[O:16])=[CH:11][CH:10]=2)[CH2:2][CH2:3][CH2:4][CH2:5]1. The yield is 0.773. (5) The reactants are [CH2:1]([OH:8])[C:2]1[CH:7]=[CH:6][CH:5]=[CH:4][CH:3]=1.[H-].[Na+].F[C:12]1[CH:17]=[CH:16][C:15]([N+:18]([O-:20])=[O:19])=[C:14]([CH2:21][C:22](OC)([O:24]C)[CH3:23])[C:13]=1[F:28]. The catalyst is CC(N(C)C)=O.Cl. The product is [C:22]([CH2:21][C:14]1[C:13]([F:28])=[C:12]([O:8][CH2:1][C:2]2[CH:7]=[CH:6][CH:5]=[CH:4][CH:3]=2)[CH:17]=[CH:16][C:15]=1[N+:18]([O-:20])=[O:19])(=[O:24])[CH3:23]. The yield is 0.560. (6) The reactants are [C:1]([O:4][C@H:5]1[C@@H:26]([O:27][C:28](=[O:30])[CH3:29])[C@H:25]([O:31][C:32](=[O:34])[CH3:33])[C@@H:24]([CH2:35][O:36][C:37](=[O:39])[CH3:38])[O:23][C@@H:6]1[O:7][C:8]1[CH:13]=[CH:12][C:11](B2OC(C)(C)C(C)(C)O2)=[CH:10][CH:9]=1)(=[O:3])[CH3:2].Br[C:41]1[CH:42]=[N:43][C:44]([C:47]([O:49][CH3:50])=[O:48])=[N:45][CH:46]=1.C(Cl)Cl.[O-]P([O-])([O-])=O.[K+].[K+].[K+]. No catalyst specified. The product is [C:1]([O:4][C@H:5]1[C@@H:26]([O:27][C:28](=[O:30])[CH3:29])[C@H:25]([O:31][C:32](=[O:34])[CH3:33])[C@@H:24]([CH2:35][O:36][C:37](=[O:39])[CH3:38])[O:23][C@@H:6]1[O:7][C:8]1[CH:13]=[CH:12][C:11]([C:41]2[CH:42]=[N:43][C:44]([C:47]([O:49][CH3:50])=[O:48])=[N:45][CH:46]=2)=[CH:10][CH:9]=1)(=[O:3])[CH3:2]. The yield is 0.780. (7) The reactants are F[C:2]1[C:7]([C:8]([OH:10])=[O:9])=[CH:6][CH:5]=[CH:4][N:3]=1.CC(C)([O-])C.[K+].[F:17][C:18]([F:22])([F:21])[CH2:19][OH:20]. The catalyst is O.Cl. The product is [F:17][C:18]([F:22])([F:21])[CH2:19][O:20][C:2]1[N:3]=[CH:4][CH:5]=[CH:6][C:7]=1[C:8]([OH:10])=[O:9]. The yield is 0.320. (8) The reactants are C([O:3][C:4]([C:6]1[C:14]2[C:9](=[CH:10][C:11]([C:15]#[N:16])=[CH:12][CH:13]=2)[NH:8][C:7]=1[C:17]([C:20]1[CH:25]=[CH:24][C:23]([O:26]C(C)C)=[C:22]([O:30][CH3:31])[CH:21]=1)([CH3:19])[CH3:18])=O)C.CS(O)(=O)=O.CCCCCC. The catalyst is CC#N. The product is [OH:26][C:23]1[C:22]([O:30][CH3:31])=[CH:21][C:20]2[C:17]([CH3:19])([CH3:18])[C:7]3[NH:8][C:9]4[C:14]([C:6]=3[C:4](=[O:3])[C:25]=2[CH:24]=1)=[CH:13][CH:12]=[C:11]([C:15]#[N:16])[CH:10]=4. The yield is 0.190.